Predict the product of the given reaction. From a dataset of Forward reaction prediction with 1.9M reactions from USPTO patents (1976-2016). (1) The product is: [CH:11]([C:2]1[CH:3]=[CH:4][C:5]2[O:9][CH:8]=[N:7][C:6]=2[CH:10]=1)=[CH2:12]. Given the reactants Br[C:2]1[CH:3]=[CH:4][C:5]2[O:9][CH:8]=[N:7][C:6]=2[CH:10]=1.[CH:11]([B-](F)(F)F)=[CH2:12].[K+].C(=O)([O-])[O-].[Cs+].[Cs+], predict the reaction product. (2) Given the reactants [O:1]1[C:5]2[CH:6]=[CH:7][C:8]([CH2:10][CH2:11][N:12]3[CH2:16][CH2:15][C@@H:14]([C:17]([C:26]4[CH:31]=[CH:30][CH:29]=[CH:28][CH:27]=4)([C:20]4[CH:25]=[CH:24][CH:23]=[CH:22][CH:21]=4)[C:18]#[N:19])[CH2:13]3)=[CH:9][C:4]=2[CH2:3][CH2:2]1.[BrH:32], predict the reaction product. The product is: [BrH:32].[O:1]1[C:5]2[CH:6]=[CH:7][C:8]([CH2:10][CH2:11][N:12]3[CH2:16][CH2:15][C@@H:14]([C:17]([C:26]4[CH:31]=[CH:30][CH:29]=[CH:28][CH:27]=4)([C:20]4[CH:25]=[CH:24][CH:23]=[CH:22][CH:21]=4)[C:18]#[N:19])[CH2:13]3)=[CH:9][C:4]=2[CH2:3][CH2:2]1.